Predict the product of the given reaction. From a dataset of Forward reaction prediction with 1.9M reactions from USPTO patents (1976-2016). (1) Given the reactants F[C:2]1[CH:12]=[CH:11][C:5]([C:6]([O:8][CH2:9][CH3:10])=[O:7])=[CH:4][CH:3]=1.[CH:13]1([N:17]2[CH2:22][CH2:21][NH:20][CH2:19][CH2:18]2)[CH2:16][CH2:15][CH2:14]1.C(=O)([O-])[O-].[K+].[K+], predict the reaction product. The product is: [CH:13]1([N:17]2[CH2:22][CH2:21][N:20]([C:2]3[CH:12]=[CH:11][C:5]([C:6]([O:8][CH2:9][CH3:10])=[O:7])=[CH:4][CH:3]=3)[CH2:19][CH2:18]2)[CH2:16][CH2:15][CH2:14]1. (2) Given the reactants CN(C(ON1N=NC2C=CC=NC1=2)=[N+](C)C)C.F[P-](F)(F)(F)(F)F.[C:25]([OH:31])([C:27]([F:30])([F:29])[F:28])=[O:26].N1CCC[C@H]1C1NC(C#CC2C=CC3C(=CC=C(C#CC4NC([C@@H]5CCCN5)=NC=4)C=3)C=2)=CN=1.C[O:67][C:68]([NH:70][C@@H](C(C)C)C(O)=O)=[O:69], predict the reaction product. The product is: [C:25]([OH:31])([C:27]([F:30])([F:29])[F:28])=[O:26].[C:68](=[O:67])([O-:69])[NH2:70]. (3) Given the reactants [NH2:1][C:2]([C:6]1[CH:11]=[CH:10][C:9]([O:12][CH3:13])=[CH:8][CH:7]=1)([CH3:5])[CH2:3]O.COC1C=CC(P2(=S)SP(=S)(C3C=CC(OC)=CC=3)[S:23]2)=CC=1, predict the reaction product. The product is: [NH2:1][C:2]([C:6]1[CH:11]=[CH:10][C:9]([O:12][CH3:13])=[CH:8][CH:7]=1)([CH3:5])[CH2:3][SH:23]. (4) Given the reactants C([O:3][C:4](=[O:36])[C:5]1[C:10]([NH:11][C:12](=[O:14])[CH3:13])=[CH:9][CH:8]=[C:7]([N:15]2[C:19]([CH3:20])=[CH:18][CH:17]=[C:16]2[C:21]2[CH:26]=[C:25]([Br:27])[CH:24]=[CH:23][C:22]=2[O:28][CH2:29][C:30]2[CH:35]=[CH:34][CH:33]=[CH:32][CH:31]=2)[CH:6]=1)C.[OH-].[Na+], predict the reaction product. The product is: [Br:27][C:25]1[CH:24]=[CH:23][C:22]([O:28][CH2:29][C:30]2[CH:31]=[CH:32][CH:33]=[CH:34][CH:35]=2)=[C:21]([C:16]2[N:15]([C:7]3[CH:6]=[C:5]([C:10]([NH:11][C:12](=[O:14])[CH3:13])=[CH:9][CH:8]=3)[C:4]([OH:36])=[O:3])[C:19]([CH3:20])=[CH:18][CH:17]=2)[CH:26]=1. (5) The product is: [N:13]1[C:14]2[C:9](=[CH:8][C:7]([CH:19]=[O:20])=[CH:16][CH:15]=2)[CH:10]=[CH:11][CH:12]=1. Given the reactants C([Li])CCC.Br[C:7]1[CH:8]=[C:9]2[C:14](=[CH:15][CH:16]=1)[N:13]=[CH:12][CH:11]=[CH:10]2.CN(C)[CH:19]=[O:20].[Cl-].[NH4+], predict the reaction product.